This data is from Forward reaction prediction with 1.9M reactions from USPTO patents (1976-2016). The task is: Predict the product of the given reaction. Given the reactants [CH2:1]([Mg]Cl)[CH3:2].[Cl-].[Cl-].[Cl-].[In+3].Br[C:10]1[CH:11]=[N:12][CH:13]=[CH:14][C:15]=1[CH:16]=[O:17].CO, predict the reaction product. The product is: [CH2:1]([C:10]1[CH:11]=[N:12][CH:13]=[CH:14][C:15]=1[CH:16]=[O:17])[CH3:2].